Task: Predict the reaction yield, written as a fraction of the theoretical maximum amount of product (1.0 means a 100% yield; for example, 0.34 means a 34% yield).. Dataset: Reaction yield outcomes from USPTO patents with 853,638 reactions (1) The reactants are [OH:1][CH2:2][CH:3]1[CH2:5][C@:4]1([C:8]1[C:17]2[C:12](=[CH:13][CH:14]=[CH:15][CH:16]=2)[CH:11]=[CH:10][CH:9]=1)[C:6]#N.[OH-:18].[Na+].Cl. The catalyst is ClCCl. The product is [C:8]1([C@:4]23[CH2:5][C@H:3]2[CH2:2][O:1][C:6]3=[O:18])[C:17]2[C:12](=[CH:13][CH:14]=[CH:15][CH:16]=2)[CH:11]=[CH:10][CH:9]=1. The yield is 0.440. (2) The reactants are [CH3:1][N:2]([CH3:34])[C@H:3]1[CH2:8][CH2:7][C@H:6]([N:9]([CH2:32][CH3:33])[C:10]2[C:24]3[CH2:23][CH:22]=[CH:21][CH2:20][C:19]4[CH:25]=[C:26]([CH3:30])[NH:27][C:28](=[O:29])[C:18]=4[CH2:17][NH:16][C:15](=[O:31])[C:14]=3[CH:13]=[CH:12][CH:11]=2)[CH2:5][CH2:4]1. The catalyst is CCO.[Pd]. The product is [CH3:34][N:2]([CH3:1])[C@H:3]1[CH2:8][CH2:7][C@H:6]([N:9]([CH2:32][CH3:33])[C:10]2[C:24]3[CH2:23][CH2:22][CH2:21][CH2:20][C:19]4[CH:25]=[C:26]([CH3:30])[NH:27][C:28](=[O:29])[C:18]=4[CH2:17][NH:16][C:15](=[O:31])[C:14]=3[CH:13]=[CH:12][CH:11]=2)[CH2:5][CH2:4]1. The yield is 0.498. (3) The reactants are [C:1]([O:5][C:6]([NH:8][C@H:9]([CH2:16][OH:17])[CH2:10][CH2:11][C:12]([O:14][CH3:15])=[O:13])=[O:7])([CH3:4])([CH3:3])[CH3:2].[C:18]1([CH3:28])[CH:23]=[CH:22][C:21]([S:24](Cl)(=[O:26])=[O:25])=[CH:20][CH:19]=1.C(N(CC)CC)C. The catalyst is C(Cl)Cl. The product is [C:1]([O:5][C:6]([NH:8][C@H:9]([CH2:16][O:17][S:24]([C:21]1[CH:22]=[CH:23][C:18]([CH3:28])=[CH:19][CH:20]=1)(=[O:26])=[O:25])[CH2:10][CH2:11][C:12]([O:14][CH3:15])=[O:13])=[O:7])([CH3:2])([CH3:4])[CH3:3]. The yield is 0.540. (4) The reactants are [Br:1][C:2]1[C:3]([N+:16]([O-])=O)=[C:4]([NH:8][C@@H:9]([CH3:15])[C:10](OCC)=[O:11])[CH:5]=[CH:6][CH:7]=1.CCO.Cl.CCOC(C)=O. The catalyst is [Cl-].[Na+].O.[Fe]. The product is [Br:1][C:2]1[CH:7]=[CH:6][CH:5]=[C:4]2[C:3]=1[NH:16][C:10](=[O:11])[C@H:9]([CH3:15])[NH:8]2. The yield is 1.05. (5) The reactants are C([O:8][C:9]1[CH:18]=[C:17]2[C:12]([C:13](=[O:27])[N:14]([CH2:19][O:20][C:21](=[O:26])[C:22]([CH3:25])([CH3:24])[CH3:23])[CH:15]=[N:16]2)=[CH:11][C:10]=1[O:28][CH3:29])C1C=CC=CC=1. The catalyst is [Pd].C(OCC)(=O)C.CN(C=O)C.CO.C(O)(=O)C. The product is [OH:8][C:9]1[CH:18]=[C:17]2[C:12]([C:13](=[O:27])[N:14]([CH2:19][O:20][C:21](=[O:26])[C:22]([CH3:23])([CH3:24])[CH3:25])[CH:15]=[N:16]2)=[CH:11][C:10]=1[O:28][CH3:29]. The yield is 0.800. (6) The product is [Br:1][C:2]1[N:3]([C:8]2[C:17]3[C:12](=[CH:13][CH:14]=[CH:15][CH:16]=3)[C:11]([CH:18]3[CH2:20][CH2:19]3)=[CH:10][CH:9]=2)[C:4]([S:7][C:22]([CH3:31])([CH3:30])[C:23]([O:25][C:26]([CH3:29])([CH3:28])[CH3:27])=[O:24])=[N:5][N:6]=1. The yield is 0.750. The reactants are [Br:1][C:2]1[N:3]([C:8]2[C:17]3[C:12](=[CH:13][CH:14]=[CH:15][CH:16]=3)[C:11]([CH:18]3[CH2:20][CH2:19]3)=[CH:10][CH:9]=2)[C:4]([SH:7])=[N:5][N:6]=1.Br[C:22]([CH3:31])([CH3:30])[C:23]([O:25][C:26]([CH3:29])([CH3:28])[CH3:27])=[O:24].C(N(C(C)C)CC)(C)C. The catalyst is CN(C=O)C. (7) The reactants are [Br:1][C:2]1[CH:7]=[C:6](I)[CH:5]=[CH:4][N:3]=1.C[Si](C)(C)[C:11]#[C:12][CH3:13].C(N(CC)CC)C.[F-].C([N+](CCCC)(CCCC)CCCC)CCC. The catalyst is C1(C)C=CC=CC=1.[Cu]I.C1C=CC([P]([Pd]([P](C2C=CC=CC=2)(C2C=CC=CC=2)C2C=CC=CC=2)([P](C2C=CC=CC=2)(C2C=CC=CC=2)C2C=CC=CC=2)[P](C2C=CC=CC=2)(C2C=CC=CC=2)C2C=CC=CC=2)(C2C=CC=CC=2)C2C=CC=CC=2)=CC=1. The product is [Br:1][C:2]1[CH:7]=[C:6]([C:11]#[C:12][CH3:13])[CH:5]=[CH:4][N:3]=1. The yield is 0.870. (8) The reactants are [Br:1][C:2]1[CH:3]=[CH:4][C:5]2[C:12](=O)[NH:11][CH2:10][CH2:9][CH2:8][O:7][C:6]=2[CH:14]=1. The catalyst is C1COCC1. The product is [Br:1][C:2]1[CH:3]=[CH:4][C:5]2[CH2:12][NH:11][CH2:10][CH2:9][CH2:8][O:7][C:6]=2[CH:14]=1. The yield is 0.880.